From a dataset of Reaction yield outcomes from USPTO patents with 853,638 reactions. Predict the reaction yield, written as a fraction of the theoretical maximum amount of product (1.0 means a 100% yield; for example, 0.34 means a 34% yield). (1) The reactants are CCO[CH:4]([O:12]CC)[C:5]1[CH:10]=[CH:9][C:8](Br)=[CH:7][CH:6]=1.[Li]CCCC.[C:20]1([CH:26]([CH2:42][CH3:43])[C:27]([C:29]2[CH:34]=[CH:33][C:32]([O:35]C3CCCCO3)=[CH:31][CH:30]=2)=O)[CH:25]=[CH:24][CH:23]=[CH:22][CH:21]=1. The catalyst is C1COCC1. The product is [OH:35][C:32]1[CH:31]=[CH:30][C:29](/[C:27](/[C:8]2[CH:7]=[CH:6][C:5]([CH:4]=[O:12])=[CH:10][CH:9]=2)=[C:26](\[C:20]2[CH:21]=[CH:22][CH:23]=[CH:24][CH:25]=2)/[CH2:42][CH3:43])=[CH:34][CH:33]=1. The yield is 0.630. (2) The product is [Br:1][C:2]1[CH:3]=[C:4]2[C:5](=[CH:6][CH:7]=1)[N:8]([CH3:9])[CH2:10][CH2:11][NH:13]2. The yield is 1.00. The reactants are [Br:1][C:2]1[CH:3]=[C:4]([NH2:13])[C:5]([N:8]([CH2:10][CH2:11]Cl)[CH3:9])=[CH:6][CH:7]=1.C([O-])([O-])=O.[K+].[K+]. The catalyst is CN(C=O)C.O. (3) The yield is 0.930. The catalyst is CO.O. The product is [CH2:1]([C:5]1[O:6][C:7]2[CH:15]=[CH:14][CH:13]=[CH:12][C:8]=2[C:9]=1[CH:10]=[N:22][OH:23])[CH2:2][CH2:3][CH3:4]. The reactants are [CH2:1]([C:5]1[O:6][C:7]2[CH:15]=[CH:14][CH:13]=[CH:12][C:8]=2[C:9]=1[CH:10]=O)[CH2:2][CH2:3][CH3:4].C([O-])(=O)C.[Na+].Cl.[NH2:22][OH:23]. (4) The reactants are [O:1]1[CH2:3][C@@H:2]1[C@@H:4]([NH:12][C:13](=[O:19])[O:14][C:15]([CH3:18])([CH3:17])[CH3:16])[CH2:5][C:6]1[CH:11]=[CH:10][CH:9]=[CH:8][CH:7]=1.[CH:20]1([NH2:26])[CH2:25][CH2:24][CH2:23][CH2:22][CH2:21]1. The catalyst is CCO. The product is [CH2:5]([C@H:4]([NH:12][C:13](=[O:19])[O:14][C:15]([CH3:18])([CH3:17])[CH3:16])[C@H:2]([OH:1])[CH2:3][NH:26][CH:20]1[CH2:25][CH2:24][CH2:23][CH2:22][CH2:21]1)[C:6]1[CH:11]=[CH:10][CH:9]=[CH:8][CH:7]=1. The yield is 0.660. (5) The reactants are [Cl:1][C:2]1[CH:7]=[CH:6][C:5]([O:8][C:9]2[CH:14]=[CH:13][C:12]([CH2:15][CH2:16][O:17][C:18]3[NH:19][CH:20]=[C:21]([CH2:25][C:26]4[CH:27]=[N:28][N:29]([CH3:31])[CH:30]=4)[C:22](=[O:24])[N:23]=3)=[CH:11][CH:10]=2)=[CH:4][C:3]=1[C:32]([F:35])([F:34])[F:33].[CH3:36]CN(C(C)C)C(C)C.CI. The catalyst is C(Cl)Cl. The product is [Cl:1][C:2]1[CH:7]=[CH:6][C:5]([O:8][C:9]2[CH:14]=[CH:13][C:12]([CH2:15][CH2:16][O:17][C:18]3[N:19]([CH3:36])[CH:20]=[C:21]([CH2:25][C:26]4[CH:27]=[N:28][N:29]([CH3:31])[CH:30]=4)[C:22](=[O:24])[N:23]=3)=[CH:11][CH:10]=2)=[CH:4][C:3]=1[C:32]([F:35])([F:33])[F:34]. The yield is 0.603. (6) The reactants are [O:1]1[CH2:6][CH2:5][CH:4]([NH:7][C:8]2[CH:13]=[CH:12][C:11]([C:14]([F:17])([F:16])[F:15])=[CH:10][C:9]=2[N+:18]([O-])=O)[CH2:3][CH2:2]1.[H][H]. The catalyst is [C].[Pd].O1CCCC1. The product is [NH2:18][C:9]1[CH:10]=[C:11]([C:14]([F:16])([F:17])[F:15])[CH:12]=[CH:13][C:8]=1[NH:7][CH:4]1[CH2:5][CH2:6][O:1][CH2:2][CH2:3]1. The yield is 0.736. (7) The reactants are [F:1][C:2]1[CH:7]=[CH:6][CH:5]=[CH:4][C:3]=1[C:8](=[O:24])[CH2:9][CH:10]1[CH2:15][CH2:14][N:13]([CH2:16][C:17]2[C:18](=[O:23])[NH:19][CH:20]=[CH:21][N:22]=2)[CH2:12][CH2:11]1.[BH4-].[Na+].CC(C)=O. The catalyst is CO. The product is [F:1][C:2]1[CH:7]=[CH:6][CH:5]=[CH:4][C:3]=1[CH:8]([OH:24])[CH2:9][CH:10]1[CH2:15][CH2:14][N:13]([CH2:16][C:17]2[C:18](=[O:23])[NH:19][CH:20]=[CH:21][N:22]=2)[CH2:12][CH2:11]1. The yield is 0.820.